This data is from NCI-60 drug combinations with 297,098 pairs across 59 cell lines. The task is: Regression. Given two drug SMILES strings and cell line genomic features, predict the synergy score measuring deviation from expected non-interaction effect. (1) Drug 1: C1CCC(CC1)NC(=O)N(CCCl)N=O. Drug 2: CN(CCCl)CCCl.Cl. Cell line: A498. Synergy scores: CSS=17.9, Synergy_ZIP=0.371, Synergy_Bliss=5.04, Synergy_Loewe=-1.15, Synergy_HSA=3.80. (2) Cell line: SNB-19. Synergy scores: CSS=14.9, Synergy_ZIP=-7.47, Synergy_Bliss=-6.70, Synergy_Loewe=-13.4, Synergy_HSA=-6.54. Drug 2: CNC(=O)C1=NC=CC(=C1)OC2=CC=C(C=C2)NC(=O)NC3=CC(=C(C=C3)Cl)C(F)(F)F. Drug 1: C1=NC2=C(N=C(N=C2N1C3C(C(C(O3)CO)O)O)F)N. (3) Drug 1: CC1OCC2C(O1)C(C(C(O2)OC3C4COC(=O)C4C(C5=CC6=C(C=C35)OCO6)C7=CC(=C(C(=C7)OC)O)OC)O)O. Drug 2: CC1=C(C(=O)C2=C(C1=O)N3CC4C(C3(C2COC(=O)N)OC)N4)N. Cell line: UACC62. Synergy scores: CSS=40.6, Synergy_ZIP=-17.3, Synergy_Bliss=-12.3, Synergy_Loewe=-8.71, Synergy_HSA=-6.30. (4) Drug 1: CC1=C2C(C(=O)C3(C(CC4C(C3C(C(C2(C)C)(CC1OC(=O)C(C(C5=CC=CC=C5)NC(=O)OC(C)(C)C)O)O)OC(=O)C6=CC=CC=C6)(CO4)OC(=O)C)O)C)O. Drug 2: CS(=O)(=O)OCCCCOS(=O)(=O)C. Cell line: MDA-MB-435. Synergy scores: CSS=42.1, Synergy_ZIP=-2.92, Synergy_Bliss=-6.78, Synergy_Loewe=-71.9, Synergy_HSA=-7.59. (5) Drug 1: CC1C(C(CC(O1)OC2CC(CC3=C2C(=C4C(=C3O)C(=O)C5=C(C4=O)C(=CC=C5)OC)O)(C(=O)CO)O)N)O.Cl. Drug 2: CC(C)NC(=O)C1=CC=C(C=C1)CNNC.Cl. Cell line: UO-31. Synergy scores: CSS=1.04, Synergy_ZIP=1.23, Synergy_Bliss=2.23, Synergy_Loewe=2.42, Synergy_HSA=0.754. (6) Drug 1: C1=CN(C(=O)N=C1N)C2C(C(C(O2)CO)O)O.Cl. Drug 2: CC1=C(C(CCC1)(C)C)C=CC(=CC=CC(=CC(=O)O)C)C. Cell line: CCRF-CEM. Synergy scores: CSS=68.9, Synergy_ZIP=0.671, Synergy_Bliss=0.111, Synergy_Loewe=-13.6, Synergy_HSA=0.825. (7) Drug 1: C1=NC2=C(N1)C(=S)N=C(N2)N. Drug 2: CC1CCCC2(C(O2)CC(NC(=O)CC(C(C(=O)C(C1O)C)(C)C)O)C(=CC3=CSC(=N3)C)C)C. Cell line: K-562. Synergy scores: CSS=32.4, Synergy_ZIP=-3.14, Synergy_Bliss=-4.72, Synergy_Loewe=-5.19, Synergy_HSA=-4.59.